Predict the reactants needed to synthesize the given product. From a dataset of Retrosynthesis with 50K atom-mapped reactions and 10 reaction types from USPTO. (1) Given the product COC(=O)c1ccc(C(=O)Nc2ccccc2)cc1, predict the reactants needed to synthesize it. The reactants are: COC(=O)c1ccc(C(=O)O)cc1.Nc1ccccc1. (2) Given the product CS(=O)(=O)c1ccc(SCC(F)(F)F)c(C(=O)N2CCN(c3ncc(C(F)(F)F)cc3F)CC2)c1, predict the reactants needed to synthesize it. The reactants are: CS(=O)(=O)c1ccc(SCC(F)(F)F)c(C(=O)O)c1.Fc1cc(C(F)(F)F)cnc1N1CCNCC1.